From a dataset of Forward reaction prediction with 1.9M reactions from USPTO patents (1976-2016). Predict the product of the given reaction. Given the reactants [CH3:1][O:2][C:3]([C@H:5]1[CH2:8][C@H:7]([O:9]C(=O)C)[CH2:6]1)=[O:4].C[O-].[Na+], predict the reaction product. The product is: [CH3:1][O:2][C:3]([C@H:5]1[CH2:8][C@H:7]([OH:9])[CH2:6]1)=[O:4].